The task is: Regression/Classification. Given a drug SMILES string, predict its toxicity properties. Task type varies by dataset: regression for continuous values (e.g., LD50, hERG inhibition percentage) or binary classification for toxic/non-toxic outcomes (e.g., AMES mutagenicity, cardiotoxicity, hepatotoxicity). Dataset: ames.. This data is from Ames mutagenicity test results for genotoxicity prediction. (1) The drug is Nc1ccc2c(ccc3c4ccccc4ccc23)c1. The result is 1 (mutagenic). (2) The drug is Cc1c2cc(CO)ccc2nc2c3c(ccc12)C(O)C(O)C=C3. The result is 1 (mutagenic). (3) The molecule is O=[N+]([O-])c1cc([N+](=O)[O-])c(-c2ccccc2)c([N+](=O)[O-])c1. The result is 1 (mutagenic). (4) The compound is CC(O)CO. The result is 0 (non-mutagenic). (5) The molecule is CNC(=O)Oc1ccccc1. The result is 0 (non-mutagenic). (6) The drug is COc1cc(Cl)c(OC)cc1Cl. The result is 1 (mutagenic). (7) The compound is Nc1cccc(Cl)c1. The result is 0 (non-mutagenic).